This data is from Full USPTO retrosynthesis dataset with 1.9M reactions from patents (1976-2016). The task is: Predict the reactants needed to synthesize the given product. (1) Given the product [I-:22].[CH2:1]([NH+:7]1[CH:11]=[CH:10][N:9]([CH2:21][CH2:20][CH2:19][C:18]([F:23])([F:24])[C:17]([F:25])([F:26])[C:16]([F:27])([F:28])[C:15]([F:29])([F:30])[C:14]([F:31])([F:32])[C:13]([F:34])([F:33])[F:12])[CH2:8]1)[CH2:2][CH2:3][CH2:4][CH2:5][CH3:6], predict the reactants needed to synthesize it. The reactants are: [CH2:1]([N:7]1[CH:11]=[CH:10][N:9]=[CH:8]1)[CH2:2][CH2:3][CH2:4][CH2:5][CH3:6].[F:12][C:13]([F:34])([F:33])[C:14]([F:32])([F:31])[C:15]([F:30])([F:29])[C:16]([F:28])([F:27])[C:17]([F:26])([F:25])[C:18]([F:24])([F:23])[CH2:19][CH2:20][CH2:21][I:22]. (2) Given the product [CH3:27][O:26][C:23]1[CH:24]=[C:25]2[C:20](=[CH:21][CH:22]=1)[N:19]=[CH:18][CH:17]=[C:16]2[N:13]1[CH2:14][CH2:15][CH:10]([CH2:9][CH2:8][NH2:7])[CH2:11][CH2:12]1, predict the reactants needed to synthesize it. The reactants are: C(OC(=O)[NH:7][CH2:8][CH2:9][CH:10]1[CH2:15][CH2:14][N:13]([C:16]2[C:25]3[C:20](=[CH:21][CH:22]=[C:23]([O:26][CH3:27])[CH:24]=3)[N:19]=[CH:18][CH:17]=2)[CH2:12][CH2:11]1)(C)(C)C.C(O)(C(F)(F)F)=O. (3) The reactants are: Br[C:2]1[CH:3]=[C:4]([F:21])[CH:5]=[C:6]2[C:14]=1[NH:13][C:12]1[CH:11]([CH2:15][C:16]([O:18][CH2:19][CH3:20])=[O:17])[CH2:10][CH2:9][CH2:8][C:7]2=1.[CH3:22][S:23]([O-:25])=[O:24].[Na+]. Given the product [F:21][C:4]1[CH:5]=[C:6]2[C:14](=[C:2]([S:23]([CH3:22])(=[O:25])=[O:24])[CH:3]=1)[NH:13][C:12]1[CH:11]([CH2:15][C:16]([O:18][CH2:19][CH3:20])=[O:17])[CH2:10][CH2:9][CH2:8][C:7]2=1, predict the reactants needed to synthesize it. (4) Given the product [Cl:15][C:13]1[N:12]=[C:11]([NH2:16])[CH:10]=[C:9]([O:7][C:1]2[CH:6]=[CH:5][CH:4]=[CH:3][CH:2]=2)[CH:14]=1, predict the reactants needed to synthesize it. The reactants are: [C:1]1([OH:7])[CH:6]=[CH:5][CH:4]=[CH:3][CH:2]=1.Cl[C:9]1[CH:14]=[C:13]([Cl:15])[N:12]=[C:11]([NH2:16])[CH:10]=1.[H-].[Na+].CS(C)=O. (5) The reactants are: C[O:2][C:3]1[CH:4]=[C:5]2[C:9](=[CH:10][CH:11]=1)[CH2:8][CH:7]([N:12]1[C:20](=[O:21])[C:19]3[C:14](=[CH:15][CH:16]=[CH:17][CH:18]=3)[C:13]1=[O:22])[CH2:6]2.B(Br)(Br)Br.C(Cl)Cl. Given the product [OH:2][C:3]1[CH:4]=[C:5]2[C:9](=[CH:10][CH:11]=1)[CH2:8][CH:7]([N:12]1[C:20](=[O:21])[C:19]3[C:14](=[CH:15][CH:16]=[CH:17][CH:18]=3)[C:13]1=[O:22])[CH2:6]2, predict the reactants needed to synthesize it. (6) Given the product [F:1][C:2]1[CH:9]=[CH:8][CH:7]=[C:6]([O:10][CH3:11])[C:3]=1[CH:4]([OH:5])[CH3:12], predict the reactants needed to synthesize it. The reactants are: [F:1][C:2]1[CH:9]=[CH:8][CH:7]=[C:6]([O:10][CH3:11])[C:3]=1[CH:4]=[O:5].[CH3:12][Li].[Cl-].[NH4+]. (7) Given the product [C:2]([C:6]1[CH:7]=[C:8]([B:15]([OH:18])[OH:16])[CH:9]=[CH:10][CH:11]=1)([CH3:5])([CH3:4])[CH3:3], predict the reactants needed to synthesize it. The reactants are: [Mg].[C:2]([C:6]1[CH:7]=[C:8](Br)[CH:9]=[CH:10][CH:11]=1)([CH3:5])([CH3:4])[CH3:3].II.[B:15](OC)([O:18]C)[O:16]C.